From a dataset of Forward reaction prediction with 1.9M reactions from USPTO patents (1976-2016). Predict the product of the given reaction. (1) Given the reactants [OH:1][C:2]([C:5]1[CH:6]=[N:7][C:8]2[C:13]([CH:14]=1)=[CH:12][CH:11]=[C:10]([NH:15]C(=O)OCC1C=CC=CC=1)[CH:9]=2)([CH3:4])[CH3:3], predict the reaction product. The product is: [NH2:15][C:10]1[CH:9]=[C:8]2[C:13]([CH:14]=[C:5]([C:2]([OH:1])([CH3:3])[CH3:4])[CH:6]=[N:7]2)=[CH:12][CH:11]=1. (2) Given the reactants Cl[C:2]1[C:7]([C:8]([NH2:10])=[O:9])=[CH:6][N:5]=[C:4]([Cl:11])[CH:3]=1.[C:12]1([C:18]2([NH2:21])[CH2:20][CH2:19]2)[CH:17]=[CH:16][CH:15]=[CH:14][CH:13]=1.CCN(C(C)C)C(C)C, predict the reaction product. The product is: [Cl:11][C:4]1[CH:3]=[C:2]([NH:21][C:18]2([C:12]3[CH:17]=[CH:16][CH:15]=[CH:14][CH:13]=3)[CH2:20][CH2:19]2)[C:7]([C:8]([NH2:10])=[O:9])=[CH:6][N:5]=1. (3) Given the reactants [CH3:1][N:2]([CH3:28])[C:3]1[CH:4]=[C:5]([CH:11]=[C:12](/[CH:14]=[CH:15]/[C:16]2[CH:21]=[C:20]([CH3:22])[C:19]([O:23][CH2:24][O:25][CH3:26])=[C:18]([CH3:27])[CH:17]=2)[CH:13]=1)[C:6]([O:8]CC)=[O:7].[OH-].[Na+].C(O)(=O)CC(CC(O)=O)(C(O)=O)O, predict the reaction product. The product is: [CH3:28][N:2]([CH3:1])[C:3]1[CH:4]=[C:5]([CH:11]=[C:12](/[CH:14]=[CH:15]/[C:16]2[CH:17]=[C:18]([CH3:27])[C:19]([O:23][CH2:24][O:25][CH3:26])=[C:20]([CH3:22])[CH:21]=2)[CH:13]=1)[C:6]([OH:8])=[O:7]. (4) Given the reactants [CH3:1][C:2]1[CH:6]=[C:5]([NH:7][C:8]([C:10]2[CH:14]=[CH:13][NH:12][N:11]=2)=[O:9])[O:4][N:3]=1.[C:15]1([C:25](Cl)=[O:26])[C:24]2[C:19](=[CH:20][CH:21]=[CH:22][CH:23]=2)[CH:18]=[CH:17][CH:16]=1, predict the reaction product. The product is: [CH3:1][C:2]1[CH:6]=[C:5]([NH:7][C:8]([C:10]2[CH:14]=[CH:13][N:12]([C:25]([C:15]3[C:24]4[C:19](=[CH:20][CH:21]=[CH:22][CH:23]=4)[CH:18]=[CH:17][CH:16]=3)=[O:26])[N:11]=2)=[O:9])[O:4][N:3]=1.